Dataset: Experimentally validated miRNA-target interactions with 360,000+ pairs, plus equal number of negative samples. Task: Binary Classification. Given a miRNA mature sequence and a target amino acid sequence, predict their likelihood of interaction. (1) The miRNA is hsa-miR-4289 with sequence GCAUUGUGCAGGGCUAUCA. Result: 0 (no interaction). The protein sequence of the target gene is MSDKLPYKVADIGLAAWGRKALDIAENEMPGLMRMRERYSASKPLKGARIAGCLHMTVETAVLIETLVTLGAEVQWSSCNIFSTQDHAAAAIAKAGIPVYAWKGETDEEYLWCIEQTLYFKDGPLNMILDDGGDLTNLIHTKYPQLLPGIRGISEETTTGVHNLYKMMANGILKVPAINVNDSVTKSKFDNLYGCRESLIDGIKRATDVMIAGKVAVVAGYGDVGKGCAQALRGFGARVIITEIDPINALQAAMEGYEVTTMDEACQEGNIFVTTTGCIDIILGRHFEQMKDDAIVCNIG.... (2) The miRNA is hsa-miR-30c-1-3p with sequence CUGGGAGAGGGUUGUUUACUCC. The protein sequence of the target gene is MSDQQLDCALDLMRRLPPQQIEKNLSDLIDLVPSLCEDLLSSVDQPLKIARDKVVGKDYLLCDYNRDGDSYRSPWSNKYDPPLEDGAMPSARLRKLEVEANNAFDQYRDLYFEGGVSSVYLWDLDHGFAGVILIKKAGDGSKKIKGCWDSIHVVEVQEKSSGRTAHYKLTSTVMLWLQTNKSGSGTMNLGGSLTRQMEKDETVSDCSPHIANIGRLVEDMENKIRSTLNEIYFGKTKDIVNGLRSIDAIPDNQKFKQLQRELSQVLTQRQIYIQPDN. Result: 1 (interaction). (3) The miRNA is hsa-miR-548ay-3p with sequence CAAAACCGCGAUUACUCUUGCA. The protein sequence of the target gene is MKLGCVLMAWALYLSLGVLWVAQMLLAASFETLQCEGPVCTEESSCHTEDDLTDAREAGFQVKAYTFSEPFHLIVSYDWLILQGPAKPVFEGDLLVLRCQAWQDWPLTQVTFYRDGSALGPPGPNREFSITVVQKADSGHYHCSGIFQSPGPGIPETASVVAITVQELFPAPILRAVPSAEPQAGSPMTLSCQTKLPLQRSAARLLFSFYKDGRIVQSRGLSSEFQIPTASEDHSGSYWCEAATEDNQVWKQSPQLEIRVQGASSSAAPPTLNPAPQKSAAPGTAPEEAPGPLPPPPTPS.... Result: 0 (no interaction). (4) The miRNA is mmu-miR-432 with sequence UCUUGGAGUAGAUCAGUGGGCAG. The protein sequence of the target gene is MPDSWDKDVYPEPPRRTPVQPNPIVYMMKAFDLIVDRPVTLVREFIERQHAKNRYYYYHRQYRRVPDITECKEEDIMCMYEAEMQWKRDYKVDQEIINIMQDRLKACQQREGQNYQQNCIKEVEQFTQVAKAYQDRYQDLGAYSSARKCLAKQRQRMLQERKAAKEAAAATS. Result: 0 (no interaction). (5) The miRNA is hsa-miR-4717-3p with sequence ACACAUGGGUGGCUGUGGCCU. The protein sequence of the target gene is MGHKVVVFDISVIRALWETRVKKHKAWQKKEVERLEKSALEKIKEEWNFVAECRRKGIPQAVYCKNGFIDTSVRLLDKIERNTLTRQSSLPKDRGKRSSAFVFELSGEHWTELPDSLKEQTHLREWYISNTLIQIIPTYIQLFQAMRILDLPKNQISHLPAEIGCLKNLKELNVGFNYLKSIPPELGDCENLERLDCSGNLELMELPFELSNLKQVTFVDISANKFSSVPICVLRMSNLQWLDISSNNLTDLPQDIDRLEELQSFLLYKNKLTYLPYSMLNLKKLTLLVVSGDHLVELPT.... Result: 0 (no interaction). (6) The miRNA is hsa-miR-1305 with sequence UUUUCAACUCUAAUGGGAGAGA. Result: 1 (interaction). The protein sequence of the target gene is MTEITAEGNASTTTTVIDSKNGSVPKSPGKVLKRTVTEDIVTTFSSPAAWLLVIALIITWSAVAIVMFDLVDYKNFSASSIAKIGSDPLKLVRDAMEETTDWIYGFFSLLSDIISSEDEEDDDGDEDTDKGEIDEPPLRKKEIHKDKTEKQEKPERKIQTKVTHKEKEKGKEKVREKEKPEKKATHKEKIEKKEKPETKTLAKEQKKAKTAEKSEEKTKKEVKGGKQEKVKQTAAKVKEVQKTPSKPKEKEDKEKAAVSKHEQKDQYAFCRYMIDIFVHGDLKPGQSPAIPPPLPTEQAS.... (7) The miRNA is mmu-miR-466d-3p with sequence UAUACAUACACGCACACAUAG. The protein sequence of the target gene is MISITEWQKIGVGITGFGVFFILFGILLYFDSVLLAFGNLLFLTGLSLIIGLRRTFAFFFQRHKLKGTSFFLGGVAIVLLRWPLLGMLLEAYGFISLFKGFFPVVFGFLGSAFNIPFLSTLFQKLQGSSSSMV. Result: 1 (interaction). (8) The protein sequence of the target gene is METRSPGLNNMKPQSLQLVLEEQVLALQQQMAENQAASWRKLKNSQEAQQRQATLVRKLQAKVLQYRSWCQELEKRLEATGGPIPQRWENVEEPNLDELLVRLEEEQQRCESLAEVNTQLRLHMEKADVVNKALREDVEKLTVDWSRARDELMRKESQWQMEQEFFKGYLKGEHGRLLSLWREVVTFRRHFLEMKSATDRDLMELKAEHVRLSGSLLTCCLRLTVGAQSREPNGSGRMDGREPAQLLLLLAKTQELEKEAHERSQELIQLKSQGDLEKAELQDRVTELSALLTQSQKQNE.... Result: 0 (no interaction). The miRNA is ath-miR837-3p with sequence AAACGAACAAAAAACUGAUGG. (9) Result: 0 (no interaction). The miRNA is mmu-miR-466k with sequence UGUGUGUGUACAUGUACAUGUGA. The protein sequence of the target gene is MDATNNGESADQVGIRVGNPEQPNDHTDALGSVGSGGAGSSGLVAGSSHPYGSGAIGQLANGYSSPSSSYRKNVAKMVTDRHAAEYNMRHKNRGMALIFNHEHFEVPTLKSRAGTNVDCENLTRVLKQLDFEVTVYKDCRYKDILRTIEYAASQNHSDSDCILVAILSHGEMGYIYAKDTQYKLDNIWSFFTANHCPSLAGKPKLFFIQACQGDRLDGGVTMQRSQTETDGDSSMSYKIPVHADFLIAYSTVPGFYSWRNTTRGSWFMQSLCAELAANGKRLDILTLLTFVCQRVAVDFE....